From a dataset of Full USPTO retrosynthesis dataset with 1.9M reactions from patents (1976-2016). Predict the reactants needed to synthesize the given product. (1) Given the product [NH:1]1[C:9]2[C:4](=[C:5]([CH2:10][N:26]3[CH2:27][CH2:28][CH:23]([C:19]4[CH:18]=[C:17]([NH:16][C:14](=[O:15])[CH:13]([CH3:12])[CH3:29])[CH:22]=[CH:21][CH:20]=4)[CH2:24][CH2:25]3)[CH:6]=[CH:7][CH:8]=2)[CH:3]=[CH:2]1, predict the reactants needed to synthesize it. The reactants are: [NH:1]1[C:9]2[CH:8]=[CH:7][CH:6]=[C:5]([CH:10]=O)[C:4]=2[CH:3]=[CH:2]1.[CH3:12][CH:13]([CH3:29])[C:14]([NH:16][C:17]1[CH:22]=[CH:21][CH:20]=[C:19]([CH:23]2[CH2:28][CH2:27][NH:26][CH2:25][CH2:24]2)[CH:18]=1)=[O:15]. (2) Given the product [CH3:1][C@@H:2]1[NH:7][CH2:6][C:5]2[C:15]([C:18]3[S:19][CH:20]=[CH:21][CH:22]=3)=[N:16][NH:17][C:4]=2[CH2:3]1, predict the reactants needed to synthesize it. The reactants are: [CH3:1][C@@H:2]1[N:7](C(OC(C)(C)C)=O)[CH2:6][C:5]2[C:15]([C:18]3[S:19][CH:20]=[CH:21][CH:22]=3)=[N:16][NH:17][C:4]=2[CH2:3]1.C(O)(C(F)(F)F)=O. (3) Given the product [S:1]1[C:5]2[CH:6]=[CH:7][CH:8]=[CH:9][C:4]=2[N:3]=[C:2]1[NH:10][C:11]([N:13]1[C:22]2[C:17](=[CH:18][CH:19]=[C:20]([C:23]3[N:28]=[C:27]([C:29]([OH:31])=[O:30])[C:26]([C:33]4[CH:38]=[CH:37][CH:36]=[CH:35][CH:34]=4)=[CH:25][CH:24]=3)[CH:21]=2)[CH2:16][CH2:15][CH2:14]1)=[O:12], predict the reactants needed to synthesize it. The reactants are: [S:1]1[C:5]2[CH:6]=[CH:7][CH:8]=[CH:9][C:4]=2[N:3]=[C:2]1[NH:10][C:11]([N:13]1[C:22]2[C:17](=[CH:18][CH:19]=[C:20]([C:23]3[N:28]=[C:27]([C:29]([O:31]C)=[O:30])[C:26]([C:33]4[CH:38]=[CH:37][CH:36]=[CH:35][CH:34]=4)=[CH:25][CH:24]=3)[CH:21]=2)[CH2:16][CH2:15][CH2:14]1)=[O:12].[Li+].[OH-]. (4) The reactants are: Br[C:2]1[CH:3]=[C:4]([N:8]2[CH2:16][CH:15]3[CH2:17][N:11]4[CH2:12][CH:13]([CH2:18][CH:9]2[CH2:10]4)[CH2:14]3)[CH:5]=[N:6][CH:7]=1.[CH3:19][O:20][C:21]1[CH:22]=[C:23](B(O)O)[CH:24]=[CH:25][CH:26]=1. Given the product [CH3:19][O:20][C:21]1[CH:26]=[C:25]([C:2]2[CH:3]=[C:4]([N:8]3[CH2:16][CH:15]4[CH2:17][N:11]5[CH2:12][CH:13]([CH2:18][CH:9]3[CH2:10]5)[CH2:14]4)[CH:5]=[N:6][CH:7]=2)[CH:24]=[CH:23][CH:22]=1, predict the reactants needed to synthesize it.